From a dataset of Catalyst prediction with 721,799 reactions and 888 catalyst types from USPTO. Predict which catalyst facilitates the given reaction. (1) Reactant: C(OC([NH:8][C:9]1[CH:14]=[CH:13][C:12]([C@H:15]([N:19]([CH:21]([CH3:23])[CH3:22])[CH3:20])[C:16]([OH:18])=O)=[CH:11][CH:10]=1)=O)(C)(C)C.ON1[C:29]2[N:30]=[CH:31]C=CC=2N=N1.Cl.CN(C)CCCN=C=NCC.CNC.C1COCC1.C(=O)([O-])[O-].[K+].[K+]. Product: [NH2:8][C:9]1[CH:10]=[CH:11][C:12]([C@H:15]([N:19]([CH:21]([CH3:22])[CH3:23])[CH3:20])[C:16]([N:30]([CH3:31])[CH3:29])=[O:18])=[CH:13][CH:14]=1. The catalyst class is: 136. (2) The catalyst class is: 329. Product: [CH2:21]([NH:22][C:12](=[O:14])[C:11]1[CH:15]=[CH:16][CH:17]=[C:9]([B:4]2[O:5][C:6]([CH3:7])([CH3:8])[C:2]([CH3:1])([CH3:18])[O:3]2)[CH:10]=1)[CH:20]([CH3:23])[CH3:19]. Reactant: [CH3:1][C:2]1([CH3:18])[C:6]([CH3:8])([CH3:7])[O:5][B:4]([C:9]2[CH:10]=[C:11]([CH:15]=[CH:16][CH:17]=2)[C:12]([OH:14])=O)[O:3]1.[CH3:19][CH:20]([CH3:23])[CH2:21][NH2:22].F[P-](F)(F)(F)(F)F.N1(O[P+](N(C)C)(N(C)C)N(C)C)C2C=CC=CC=2N=N1.C(N(CC)CC)C. (3) Reactant: [C:1]([O:5][C:6]([N:8]1[CH2:12][C@H:11]([OH:13])[CH2:10][C@H:9]1[C:14]([OH:16])=O)=[O:7])([CH3:4])([CH3:3])[CH3:2].CCN(C(C)C)C(C)C.CN(C(ON1N=NC2C=CC=NC1=2)=[N+](C)C)C.F[P-](F)(F)(F)(F)F.[CH3:50][C:51]1[N:52]=[CH:53][S:54][C:55]=1[C:56]1[CH:61]=[CH:60][C:59]([CH2:62][NH2:63])=[CH:58][CH:57]=1. Product: [OH:13][C@H:11]1[CH2:12][N:8]([C:6]([O:5][C:1]([CH3:2])([CH3:3])[CH3:4])=[O:7])[C@H:9]([C:14](=[O:16])[NH:63][CH2:62][C:59]2[CH:58]=[CH:57][C:56]([C:55]3[S:54][CH:53]=[N:52][C:51]=3[CH3:50])=[CH:61][CH:60]=2)[CH2:10]1. The catalyst class is: 9. (4) Reactant: [C:1]([O:4][CH2:5][C:6]1[C:11](B2OC(C)(C)C(C)(C)O2)=[CH:10][CH:9]=[CH:8][C:7]=1[N:21]1[N:30]=[CH:29][C:28]2[C:23](=[C:24]([F:35])[CH:25]=[C:26]([C:31]([CH3:34])([CH3:33])[CH3:32])[CH:27]=2)[C:22]1=[O:36])(=[O:3])[CH3:2].Cl[C:38]1[CH:39]=[C:40]([NH:46][C:47]2[CH:56]=[C:50]3[CH2:51][N:52]([CH3:55])[CH2:53][CH2:54][N:49]3[N:48]=2)[C:41](=[O:45])[N:42]([CH3:44])[N:43]=1.P([O-])([O-])([O-])=O.[K+].[K+].[K+].C1(P(C2CCCCC2)C2C=CC=CC=2C2C(C(C)C)=CC(C(C)C)=CC=2C(C)C)CCCCC1.[Cl-].[NH4+]. Product: [C:31]([C:26]1[CH:27]=[C:28]2[C:23](=[C:24]([F:35])[CH:25]=1)[C:22](=[O:36])[N:21]([C:7]1[CH:8]=[CH:9][CH:10]=[C:11]([C:38]3[CH:39]=[C:40]([NH:46][C:47]4[CH:56]=[C:50]5[CH2:51][N:52]([CH3:55])[CH2:53][CH2:54][N:49]5[N:48]=4)[C:41](=[O:45])[N:42]([CH3:44])[N:43]=3)[C:6]=1[CH2:5][O:4][C:1](=[O:3])[CH3:2])[N:30]=[CH:29]2)([CH3:34])([CH3:33])[CH3:32]. The catalyst class is: 729. (5) Reactant: [CH3:1][C:2]([O:4][C:5]1[CH:6]=[CH:7][CH:8]=[CH:9][C:10]=1[C:11]([OH:13])=O)=[O:3].CC(OC1C=CC=CC=1C(O)=O)=O.[O:27]=[CH:28][C@@H:29]([C@H:31]([C@@H:33]([C@@H:35]([CH2:37][OH:38])[OH:36])[OH:34])[OH:32])[OH:30]. Product: [C:2]([O:4][C:5]1[CH:6]=[CH:7][CH:8]=[CH:9][C:10]=1[C:11]([C@@:31]([C@@H:33]([C@@H:35]([CH2:37][OH:38])[OH:36])[OH:34])([OH:32])[C@@H:29]([OH:30])[CH:28]=[O:27])=[O:13])(=[O:3])[CH3:1]. The catalyst class is: 6.